From a dataset of Full USPTO retrosynthesis dataset with 1.9M reactions from patents (1976-2016). Predict the reactants needed to synthesize the given product. (1) Given the product [C:19]([C:21]1[CH:22]=[CH:23][C:24]([CH2:25][NH:26][C:27](=[O:33])[C@@H:28]2[CH2:32][CH2:31][CH2:30][N:29]2[C:15](=[O:17])[C@@H:14]([CH2:13][C:8]2[CH:7]=[CH:12][CH:11]=[CH:10][CH:9]=2)[OH:18])=[CH:34][CH:35]=1)#[N:20], predict the reactants needed to synthesize it. The reactants are: O1CCCCC1[C:7]1[CH:12]=[CH:11][CH:10]=[CH:9][C:8]=1[CH2:13][C@@H:14]([OH:18])[C:15]([OH:17])=O.[C:19]([C:21]1[CH:35]=[CH:34][C:24]([CH2:25][NH:26][C:27](=[O:33])[C@@H:28]2[CH2:32][CH2:31][CH2:30][NH:29]2)=[CH:23][CH:22]=1)#[N:20].ON1C2C=CC=CC=2N=N1.CCN(C(C)C)C(C)C.C1(N=C=NC2CCCCC2)CCCCC1. (2) Given the product [C:19]([CH:18]([N:14]1[CH2:15][CH2:16][N:11]([C:9]([O:8][CH2:1][C:2]2[CH:7]=[CH:6][CH:5]=[CH:4][CH:3]=2)=[O:10])[CH2:12][CH2:13]1)[C:22](=[O:24])[CH3:23])(=[O:21])[CH3:20], predict the reactants needed to synthesize it. The reactants are: [CH2:1]([O:8][C:9]([N:11]1[CH2:16][CH2:15][NH:14][CH2:13][CH2:12]1)=[O:10])[C:2]1[CH:7]=[CH:6][CH:5]=[CH:4][CH:3]=1.Cl[CH:18]([C:22](=[O:24])[CH3:23])[C:19](=[O:21])[CH3:20].O. (3) The reactants are: [NH2:1][C:2]1[C:10]2[C:5](=[CH:6][CH:7]=[C:8]([NH:11][S:12]([C:15]3[CH:20]=[C:19]([F:21])[CH:18]=[C:17]([F:22])[CH:16]=3)(=[O:14])=[O:13])[CH:9]=2)[NH:4][N:3]=1.[C:23](Cl)(=[O:25])[CH3:24]. Given the product [F:21][C:19]1[CH:20]=[C:15]([S:12]([NH:11][C:8]2[CH:9]=[C:10]3[C:5](=[CH:6][CH:7]=2)[NH:4][N:3]=[C:2]3[NH:1][C:23](=[O:25])[CH3:24])(=[O:14])=[O:13])[CH:16]=[C:17]([F:22])[CH:18]=1, predict the reactants needed to synthesize it. (4) Given the product [CH3:1][C:2]1[CH:7]=[C:6]([CH3:8])[N:5]=[C:4]([N:9]2[C@@H:16]3[C@@H:11]([CH2:12][CH2:13][N:14]([C:17]([C:19]4[CH:24]=[C:23]([F:25])[CH:22]=[CH:21][C:20]=4[C:26]4[NH:30][N:29]=[CH:28][CH:27]=4)=[O:18])[CH2:15]3)[CH2:10]2)[N:3]=1, predict the reactants needed to synthesize it. The reactants are: [CH3:1][C:2]1[CH:7]=[C:6]([CH3:8])[N:5]=[C:4]([N:9]2[C@@H:16]3[C@@H:11]([CH2:12][CH2:13][N:14]([C:17]([C:19]4[CH:24]=[C:23]([F:25])[CH:22]=[CH:21][C:20]=4[C:26]4[N:30](C5CCCCO5)[N:29]=[CH:28][CH:27]=4)=[O:18])[CH2:15]3)[CH2:10]2)[N:3]=1.Cl.C(O)=O. (5) Given the product [Br:1][C:2]1[C:10]2[CH:9]=[C:8]([C:11]([OH:13])=[O:12])[S:7][C:6]=2[CH:5]=[CH:4][CH:3]=1, predict the reactants needed to synthesize it. The reactants are: [Br:1][C:2]1[C:10]2[CH:9]=[C:8]([C:11]([O:13]C)=[O:12])[S:7][C:6]=2[CH:5]=[CH:4][CH:3]=1.O.[OH-].[Li+].O. (6) Given the product [CH2:16]1[C:25]2[C:20](=[CH:21][CH:22]=[CH:23][CH:24]=2)[CH2:19][CH2:18][N:17]1[CH2:26][C:27]([NH:1][C:2]1[CH:3]=[C:4]2[C:14](=[O:15])[NH:13][N:12]=[CH:11][C:6]3=[C:7]([C:36]4[CH:35]=[CH:51][CH:52]=[CH:47][CH:48]=4)[NH:8][C:9]([CH:10]=1)=[C:5]23)=[O:29], predict the reactants needed to synthesize it. The reactants are: [NH2:1][C:2]1[CH:3]=[C:4]2[C:14](=[O:15])[NH:13][N:12]=[CH:11][C:6]3=[CH:7][NH:8][C:9]([CH:10]=1)=[C:5]23.[CH2:16]1[C:25]2[C:20](=[CH:21][CH:22]=[CH:23][CH:24]=2)[CH2:19][CH2:18][N:17]1[CH2:26][C:27]([OH:29])=O.C(N([CH2:35][CH3:36])CC)C.F[P-](F)(F)(F)(F)F.N1(OC(N(C)C)=[N+](C)C)[C:48]2N=C[CH:51]=[CH:52][C:47]=2N=N1. (7) Given the product [Cl:1][C:2]1[N:7]=[C:6]([N:12]2[CH2:11][CH2:10][N:9]([C:15]([O:17][C:18]([CH3:21])([CH3:20])[CH3:19])=[O:16])[CH2:14][CH2:13]2)[CH:5]=[CH:4][N:3]=1, predict the reactants needed to synthesize it. The reactants are: [Cl:1][C:2]1[N:7]=[C:6](Cl)[CH:5]=[CH:4][N:3]=1.[N:9]1([C:15]([O:17][C:18]([CH3:21])([CH3:20])[CH3:19])=[O:16])[CH2:14][CH2:13][NH:12][CH2:11][CH2:10]1.C(N(CC)CC)C.O.